The task is: Predict which catalyst facilitates the given reaction.. This data is from Catalyst prediction with 721,799 reactions and 888 catalyst types from USPTO. (1) Reactant: [CH3:1][C:2]1[N:7]=[C:6]([N+:8]([O-:10])=[O:9])[C:5]([OH:11])=[CH:4][CH:3]=1.[H-].[Na+].IC.[CH:16](O)(C)C. Product: [CH3:1][C:2]1[N:7]=[C:6]([N+:8]([O-:10])=[O:9])[C:5]([O:11][CH3:16])=[CH:4][CH:3]=1. The catalyst class is: 3. (2) Reactant: CC([CH:5]([N:27]([CH2:31][CH2:32][CH2:33][NH:34][C:35]([O:37][C:38]([CH3:41])([CH3:40])[CH3:39])=[O:36])[C:28](=[O:30])[O-:29])[C:6]1[N:10]2[CH:11]=[CH:12][CH:13]=[CH:14][C:9]2=[N:8][C:7]=1[CH2:15][N:16]1C(=O)C2C(=CC=CC=2)C1=O)(C)C.NN. Product: [NH2:16][CH2:15][C:7]1[N:8]=[C:9]2[CH:14]=[CH:13][CH:12]=[CH:11][N:10]2[C:6]=1[CH2:5][N:27]([CH2:31][CH2:32][CH2:33][NH:34][C:35]([O:37][C:38]([CH3:40])([CH3:39])[CH3:41])=[O:36])[C:28](=[O:30])[O:29][C:38]([CH3:41])([CH3:40])[CH3:39]. The catalyst class is: 5. (3) Reactant: Cl[C:2]1[CH:3]=[CH:4][C:5]2[O:14][CH2:13][CH2:12][C:11]3[CH:10]=[C:9]([C:15]4[N:16]([C:20]5[CH:25]=[CH:24][C:23]([F:26])=[CH:22][C:21]=5[F:27])[N:17]=[CH:18][N:19]=4)[S:8][C:7]=3[C:6]=2[N:28]=1.[N:29]1([C:35]([O:37][C:38]([CH3:41])([CH3:40])[CH3:39])=[O:36])[CH2:34][CH2:33][NH:32][CH2:31][CH2:30]1.CC(C1C=C(C(C)C)C(C2C=CC=CC=2P(C2CCCCC2)C2CCCCC2)=C(C(C)C)C=1)C.C(O[Na])(C)(C)C. Product: [C:38]([O:37][C:35]([N:29]1[CH2:34][CH2:33][N:32]([C:2]2[CH:3]=[CH:4][C:5]3[O:14][CH2:13][CH2:12][C:11]4[CH:10]=[C:9]([C:15]5[N:16]([C:20]6[CH:25]=[CH:24][C:23]([F:26])=[CH:22][C:21]=6[F:27])[N:17]=[CH:18][N:19]=5)[S:8][C:7]=4[C:6]=3[N:28]=2)[CH2:31][CH2:30]1)=[O:36])([CH3:41])([CH3:39])[CH3:40]. The catalyst class is: 12. (4) Reactant: [Cl:1][C:2]1[CH:7]=[CH:6][CH:5]=[C:4]([Cl:8])[C:3]=1[CH2:9][CH2:10][B-](F)(F)F.[K+].[O-]P([O-])([O-])=O.[K+].[K+].[K+].[CH2:24]([N:31]1[CH2:36][CH:35]([C:37]2[CH:42]=[CH:41][C:40](Br)=[CH:39][CH:38]=2)[O:34][CH2:33][CH2:32]1)[C:25]1[CH:30]=[CH:29][CH:28]=[CH:27][CH:26]=1.C1(P(C2CCCCC2)C2C=CC=CC=2C2C(OC(C)C)=CC=CC=2OC(C)C)CCCCC1. Product: [CH2:24]([N:31]1[CH2:32][CH2:33][O:34][CH:35]([C:37]2[CH:42]=[CH:41][C:40]([CH2:10][CH2:9][C:3]3[C:2]([Cl:1])=[CH:7][CH:6]=[CH:5][C:4]=3[Cl:8])=[CH:39][CH:38]=2)[CH2:36]1)[C:25]1[CH:26]=[CH:27][CH:28]=[CH:29][CH:30]=1. The catalyst class is: 498.